Dataset: Full USPTO retrosynthesis dataset with 1.9M reactions from patents (1976-2016). Task: Predict the reactants needed to synthesize the given product. (1) Given the product [NH2:38][C:39]1[N:47]=[CH:46][C:45]([C:26]2[CH:27]=[CH:28][C:23]([CH2:22][NH:21][C:6]3[N:5]=[CH:4][C:3]([C:1]#[N:2])=[CH:20][C:7]=3[C:8]([NH:10][C@H:11]([C:13]3[CH:18]=[CH:17][C:16]([F:19])=[CH:15][CH:14]=3)[CH3:12])=[O:9])=[CH:24][CH:25]=2)=[CH:44][C:40]=1[C:41](=[O:42])[NH2:43], predict the reactants needed to synthesize it. The reactants are: [C:1]([C:3]1[CH:4]=[N:5][C:6]([NH:21][CH2:22][C:23]2[CH:28]=[CH:27][C:26](B3OC(C)(C)C(C)(C)O3)=[CH:25][CH:24]=2)=[C:7]([CH:20]=1)[C:8]([NH:10][C@H:11]([C:13]1[CH:18]=[CH:17][C:16]([F:19])=[CH:15][CH:14]=1)[CH3:12])=[O:9])#[N:2].[NH2:38][C:39]1[N:47]=[CH:46][C:45](Br)=[CH:44][C:40]=1[C:41]([NH2:43])=[O:42].C([O-])([O-])=O.[K+].[K+]. (2) Given the product [OH:6][CH:5]([C:7]1[O:11][N:10]=[C:9]([C:12]([O:14][CH2:15][CH3:16])=[O:13])[C:8]=1[CH3:17])[CH2:20][CH:19]=[CH2:18], predict the reactants needed to synthesize it. The reactants are: B(F)(F)F.[CH:5]([C:7]1[O:11][N:10]=[C:9]([C:12]([O:14][CH2:15][CH3:16])=[O:13])[C:8]=1[CH3:17])=[O:6].[CH2:18]([Si](C)(C)C)[CH:19]=[CH2:20].C([O-])(O)=O.[Na+]. (3) Given the product [CH3:21][C:16]1[CH:15]=[C:14]([C:12]2[N:9]=[C:5]3[CH:4]=[C:3]([NH:2][CH3:1])[CH:8]=[CH:7][N:6]3[CH:11]=2)[CH:19]=[CH:18][C:17]=1[CH3:20], predict the reactants needed to synthesize it. The reactants are: [CH3:1][NH:2][C:3]1[CH:8]=[CH:7][N:6]=[C:5]([NH2:9])[CH:4]=1.Br[CH2:11][C:12]([C:14]1[CH:19]=[CH:18][C:17]([CH3:20])=[C:16]([CH3:21])[CH:15]=1)=O. (4) Given the product [CH2:1]([O:3][C:4]1[CH:5]=[C:6]([I:14])[CH:7]=[C:8]([F:10])[CH:9]=1)[CH3:2], predict the reactants needed to synthesize it. The reactants are: [CH2:1]([O:3][C:4]1[CH:5]=[C:6](B(O)O)[CH:7]=[C:8]([F:10])[CH:9]=1)[CH3:2].[I-:14].[Na+].CC1C=CC(S(NCl)(=O)=O)=CC=1. (5) Given the product [Br:1][C:7]1[C:6]([C:11]([F:14])([F:13])[F:12])=[CH:5][C:4]([Br:3])=[CH:9][N:8]=1, predict the reactants needed to synthesize it. The reactants are: [Br:1]Br.[Br:3][C:4]1[CH:5]=[C:6]([C:11]([F:14])([F:13])[F:12])[C:7](N)=[N:8][CH:9]=1.Br.N([O-])=O.[Na+].[OH-].[K+]. (6) Given the product [OH:23][CH2:22][CH2:21][CH2:20][CH2:19][NH:1][C:2]1[CH:3]=[CH:4][C:5]([C:8]2[CH:13]=[CH:12][C:11]([C:14]#[N:15])=[CH:10][CH:9]=2)=[CH:6][CH:7]=1, predict the reactants needed to synthesize it. The reactants are: [NH2:1][C:2]1[CH:7]=[CH:6][C:5]([C:8]2[CH:13]=[CH:12][C:11]([C:14]#[N:15])=[CH:10][CH:9]=2)=[CH:4][CH:3]=1.[H-].[Na+].Br[CH2:19][CH2:20][CH2:21][CH2:22][OH:23]. (7) Given the product [C:33]([NH:34][C@H:35]1[CH2:39][CH2:38][N:37]([C:9]2[CH:8]=[CH:7][C:3]([C:4]([NH2:6])=[O:5])=[C:2]([NH:24][C:23]3[CH:25]=[CH:26][C:20]([CH2:19][CH2:18][N:15]4[CH2:16][CH2:17][C:13]([F:12])([F:27])[CH2:14]4)=[CH:21][CH:22]=3)[N:10]=2)[CH2:36]1)(=[O:40])[CH:41]=[CH2:42], predict the reactants needed to synthesize it. The reactants are: Cl[C:2]1[N:10]=[C:9](Cl)[CH:8]=[CH:7][C:3]=1[C:4]([NH2:6])=[O:5].[F:12][C:13]1([F:27])[CH2:17][CH2:16][N:15]([CH2:18][CH2:19][C:20]2[CH:26]=[CH:25][C:23]([NH2:24])=[CH:22][CH:21]=2)[CH2:14]1.C(O[C:33](=[O:40])[NH:34][C@H:35]1[CH2:39][CH2:38][NH:37][CH2:36]1)(C)(C)C.[C:41](O)(=O)[CH:42]=C.